From a dataset of Forward reaction prediction with 1.9M reactions from USPTO patents (1976-2016). Predict the product of the given reaction. (1) Given the reactants [Br:1][C:2]1[CH:3]=[N:4][C:5]([NH:8][C@@H:9]2[CH2:14][C@@H:13]3[N:15](C(OC(C)(C)C)=O)[C@H:10]2[CH2:11][CH2:12]3)=[N:6][CH:7]=1.Cl, predict the reaction product. The product is: [Br:1][C:2]1[CH:3]=[N:4][C:5]([NH:8][C@@H:9]2[CH2:14][C@@H:13]3[NH:15][C@H:10]2[CH2:11][CH2:12]3)=[N:6][CH:7]=1. (2) Given the reactants [CH2:1]([O:8][C:9]([NH:11][C@H:12]([C:18]([O:20][CH2:21][CH3:22])=[O:19])[CH2:13][CH2:14][C:15]([OH:17])=O)=[O:10])[C:2]1[CH:7]=[CH:6][CH:5]=[CH:4][CH:3]=1.CN(C(ON1N=NC2C=CC=NC1=2)=[N+](C)C)C.F[P-](F)(F)(F)(F)F.Cl.[N:48]1[CH:53]=[CH:52][C:51]([N:54]2[CH2:58][CH2:57][C:56]3([CH2:63][CH2:62][NH:61][CH2:60][CH2:59]3)[CH2:55]2)=[CH:50][CH:49]=1.CCN(C(C)C)C(C)C, predict the reaction product. The product is: [CH2:1]([O:8][C:9]([NH:11][C@@H:12]([CH2:13][CH2:14][C:15](=[O:17])[N:61]1[CH2:60][CH2:59][C:56]2([CH2:55][N:54]([C:51]3[CH:50]=[CH:49][N:48]=[CH:53][CH:52]=3)[CH2:58][CH2:57]2)[CH2:63][CH2:62]1)[C:18]([O:20][CH2:21][CH3:22])=[O:19])=[O:10])[C:2]1[CH:3]=[CH:4][CH:5]=[CH:6][CH:7]=1. (3) The product is: [OH:4][C:5]1[CH:10]=[C:9]([OH:11])[CH:8]=[CH:7][C:6]=1[CH:15]1[CH2:16][CH2:17][C:18](=[O:19])[CH2:23][CH2:24]1. Given the reactants COC[O:4][C:5]1[CH:10]=[C:9]([O:11]COC)[CH:8]=[CH:7][C:6]=1[CH:15]1[CH2:24][CH2:23][C:18]2(OCC[O:19]2)[CH2:17][CH2:16]1.Cl, predict the reaction product. (4) Given the reactants [NH2:1][C:2]1[CH:3]=[C:4]([CH:9]=[CH:10][C:11]=1[F:12])[C:5]([O:7][CH3:8])=[O:6].[N:13]1[CH:14]=[C:15]([C:22](Cl)=[O:23])[N:16]2[CH:21]=[CH:20][CH:19]=[CH:18][C:17]=12.Cl.O, predict the reaction product. The product is: [F:12][C:11]1[CH:10]=[CH:9][C:4]([C:5]([O:7][CH3:8])=[O:6])=[CH:3][C:2]=1[NH:1][C:22]([C:15]1[N:16]2[CH:21]=[CH:20][CH:19]=[CH:18][C:17]2=[N:13][CH:14]=1)=[O:23]. (5) Given the reactants C(Cl)(=O)C(Cl)=O.[Cl:7][C:8]1[C:9]([CH3:37])=[C:10]([CH2:14][N:15]2[C:19]3[CH:20]=[C:21]([N:27]4[CH2:32][CH2:31][O:30][CH2:29][CH2:28]4)[CH:22]=[C:23]([C:24](O)=O)[C:18]=3[N:17]=[C:16]2[C:33]([F:36])([F:35])[F:34])[CH:11]=[CH:12][CH:13]=1.COC(OC)[N:41]([CH3:43])C.O.[NH2:47][NH2:48], predict the reaction product. The product is: [Cl:7][C:8]1[C:9]([CH3:37])=[C:10]([CH2:14][N:15]2[C:19]3[CH:20]=[C:21]([N:27]4[CH2:32][CH2:31][O:30][CH2:29][CH2:28]4)[CH:22]=[C:23]([C:24]4[N:41]=[CH:43][NH:48][N:47]=4)[C:18]=3[N:17]=[C:16]2[C:33]([F:35])([F:34])[F:36])[CH:11]=[CH:12][CH:13]=1.